This data is from Full USPTO retrosynthesis dataset with 1.9M reactions from patents (1976-2016). The task is: Predict the reactants needed to synthesize the given product. Given the product [CH3:27][O:15][C:14](=[O:16])[CH2:13][C:9]1[CH:10]=[CH:11][CH:12]=[C:7]([O:6][C:5]2[CH:17]=[CH:18][C:2]([Br:1])=[CH:3][C:4]=2[CH:19]=[O:20])[CH:8]=1, predict the reactants needed to synthesize it. The reactants are: [Br:1][C:2]1[CH:18]=[CH:17][C:5]([O:6][C:7]2[CH:8]=[C:9]([CH2:13][C:14]([OH:16])=[O:15])[CH:10]=[CH:11][CH:12]=2)=[C:4]([CH:19]=[O:20])[CH:3]=1.S(Cl)(Cl)=O.[OH-].[Na+].[CH3:27]O.